Task: Predict the reaction yield, written as a fraction of the theoretical maximum amount of product (1.0 means a 100% yield; for example, 0.34 means a 34% yield).. Dataset: Reaction yield outcomes from USPTO patents with 853,638 reactions (1) The reactants are [Br:1][C:2]1[C:3]([F:13])=[C:4]2[C:9](=[CH:10][CH:11]=1)[CH2:8][C:7](=O)[CH2:6][CH2:5]2.[NH:14]1[CH2:19][CH2:18][O:17][CH2:16][CH2:15]1.C(O)(=O)C.[Na].C(=O)([O-])[O-].[K+].[K+]. The catalyst is ClCCl. The product is [Br:1][C:2]1[C:3]([F:13])=[C:4]2[C:9](=[CH:10][CH:11]=1)[CH2:8][CH:7]([N:14]1[CH2:19][CH2:18][O:17][CH2:16][CH2:15]1)[CH2:6][CH2:5]2. The yield is 0.570. (2) The reactants are [CH3:1][CH2:2][CH2:3][CH2:4][CH2:5][CH:6]1[O:12]C(=O)C[CH2:8][CH2:7]1.[CH3:13][O-].[Na+].[C:16]([OH:19])(=[O:18])[CH3:17]. The catalyst is CO. The product is [OH:12][CH:6]([CH2:5][CH2:4][CH2:3][CH2:2][CH3:1])[CH2:7][CH2:8][CH2:17][C:16]([O:19][CH3:13])=[O:18]. The yield is 0.890. (3) The reactants are Cl.[F:2][C:3]1[CH:4]=[CH:5][C:6]([O:27][CH3:28])=[C:7]([C:9]2[CH2:10][CH2:11][N:12]([C:15](=O)[C@H:16]([NH:24][CH3:25])[CH2:17][C:18]3[CH:23]=[CH:22][CH:21]=[CH:20][CH:19]=3)[CH2:13][CH:14]=2)[CH:8]=1.C(N(CC)CC)C.[H-].[Al+3].[Li+].[H-].[H-].[H-]. The catalyst is O1CCCC1. The product is [CH2:17]([C@@H:16]([NH:24][CH3:25])[CH2:15][N:12]1[CH2:13][CH2:14][C:9]([C:7]2[CH:8]=[C:3]([F:2])[CH:4]=[CH:5][C:6]=2[O:27][CH3:28])=[CH:10][CH2:11]1)[C:18]1[CH:19]=[CH:20][CH:21]=[CH:22][CH:23]=1. The yield is 1.00. (4) The reactants are [C:1]1([C:7]2[S:8][C:9]([C:16]([OH:18])=O)=[C:10]([C:12]([F:15])([F:14])[F:13])[N:11]=2)[CH:6]=[CH:5][CH:4]=[CH:3][CH:2]=1.C1CN([P+](ON2N=NC3C=CC=CC2=3)(N2CCCC2)N2CCCC2)CC1.F[P-](F)(F)(F)(F)F.[F:52][C:53]([F:65])([F:64])[O:54][C:55]1[CH:56]=[C:57]([CH:61]([NH2:63])[CH3:62])[CH:58]=[CH:59][CH:60]=1.CCN(CC)CC. The catalyst is CN(C=O)C.CN(C1C=CN=CC=1)C. The product is [F:52][C:53]([F:64])([F:65])[O:54][C:55]1[CH:56]=[C:57]([CH:61]([NH:63][C:16]([C:9]2[S:8][C:7]([C:1]3[CH:2]=[CH:3][CH:4]=[CH:5][CH:6]=3)=[N:11][C:10]=2[C:12]([F:13])([F:14])[F:15])=[O:18])[CH3:62])[CH:58]=[CH:59][CH:60]=1. The yield is 0.420. (5) The reactants are C([O:3][C:4](=O)[C:5]1[CH:10]=[CH:9][CH:8]=[C:7]([N:11]2[C:15]([NH2:16])=[CH:14][C:13]([C:17]([CH3:20])([CH3:19])[CH3:18])=[N:12]2)[CH:6]=1)C.CCN(CC)CC.[BH4-].[Na+]. The catalyst is CCO.O. The product is [NH2:16][C:15]1[N:11]([C:7]2[CH:6]=[C:5]([CH2:4][OH:3])[CH:10]=[CH:9][CH:8]=2)[N:12]=[C:13]([C:17]([CH3:20])([CH3:19])[CH3:18])[CH:14]=1. The yield is 0.870. (6) The reactants are [Cl:1][C:2]1[CH2:6][CH2:5][N:4]([C:7]2[CH:8]=[N:9][CH:10]=[CH:11][CH:12]=2)[N:3]=1.CN(C)C=O.S(OOS([O-])(=O)=O)([O-])(=O)=O.[K+].[K+]. The catalyst is O.[OH-].[Na+]. The product is [Cl:1][C:2]1[CH:6]=[CH:5][N:4]([C:7]2[CH:8]=[N:9][CH:10]=[CH:11][CH:12]=2)[N:3]=1. The yield is 0.540.